Dataset: Full USPTO retrosynthesis dataset with 1.9M reactions from patents (1976-2016). Task: Predict the reactants needed to synthesize the given product. Given the product [C:1]([O:5][C:6](=[O:7])[N:8]([CH:9]1[CH2:10][CH2:11][CH:12]([N:15]([CH2:30][C:31]2[CH:32]=[C:33]([C:39]3[CH:44]=[CH:43][N:42]=[C:41]([C:45](=[O:47])[NH2:50])[CH:40]=3)[CH:34]=[CH:35][C:36]=2[O:37][CH3:38])[C:16]([C:18]2[S:22][C:21]3[C:23]([F:28])=[CH:24][CH:25]=[C:26]([F:27])[C:20]=3[C:19]=2[Cl:29])=[O:17])[CH2:13][CH2:14]1)[CH3:49])([CH3:2])([CH3:3])[CH3:4], predict the reactants needed to synthesize it. The reactants are: [C:1]([O:5][C:6]([N:8]([CH3:49])[CH:9]1[CH2:14][CH2:13][CH:12]([N:15]([CH2:30][C:31]2[CH:32]=[C:33]([C:39]3[CH:44]=[CH:43][N:42]=[C:41]([C:45]([O:47]C)=O)[CH:40]=3)[CH:34]=[CH:35][C:36]=2[O:37][CH3:38])[C:16]([C:18]2[S:22][C:21]3[C:23]([F:28])=[CH:24][CH:25]=[C:26]([F:27])[C:20]=3[C:19]=2[Cl:29])=[O:17])[CH2:11][CH2:10]1)=[O:7])([CH3:4])([CH3:3])[CH3:2].[NH3:50].